The task is: Predict which catalyst facilitates the given reaction.. This data is from Catalyst prediction with 721,799 reactions and 888 catalyst types from USPTO. (1) Reactant: [NH2:1][C:2]([C@@H:4]1[CH2:8][CH2:7][CH2:6][N:5]1[CH2:9][C:10]1[C:18]2[C:13](=[CH:14][N:15]=[C:16]([C:19]([O:21]C)=O)[CH:17]=2)[N:12]([CH2:23][C:24]2[CH:29]=[CH:28][C:27]([F:30])=[CH:26][CH:25]=2)[CH:11]=1)=[O:3].[OH-:31].[Na+].[NH2:33]O. Product: [NH2:1][C:2]([C@@H:4]1[CH2:8][CH2:7][CH2:6][N:5]1[CH2:9][C:10]1[C:18]2[C:13](=[CH:14][N:15]=[C:16]([C:19]([NH:33][OH:31])=[O:21])[CH:17]=2)[N:12]([CH2:23][C:24]2[CH:29]=[CH:28][C:27]([F:30])=[CH:26][CH:25]=2)[CH:11]=1)=[O:3]. The catalyst class is: 5. (2) Reactant: [CH3:1][O:2][C:3]1[CH:12]=[C:11]2[C:6]([CH2:7][CH2:8][CH2:9][C@H:10]2[C:13]([OH:15])=O)=[CH:5][CH:4]=1.[CH3:16][N:17]([CH3:35])[C:18]1[CH:23]=[CH:22][C:21]([CH2:24][NH:25][C:26]2[CH:31]=[CH:30][C:29]([CH:32]([CH3:34])[CH3:33])=[CH:28][CH:27]=2)=[CH:20][CH:19]=1.[ClH:36].C(OCC)(=O)C. Product: [ClH:36].[CH3:16][N:17]([CH3:35])[C:18]1[CH:19]=[CH:20][C:21]([CH2:24][N:25]([C:26]2[CH:31]=[CH:30][C:29]([CH:32]([CH3:33])[CH3:34])=[CH:28][CH:27]=2)[C:13]([C@H:10]2[C:11]3[C:6](=[CH:5][CH:4]=[C:3]([O:2][CH3:1])[CH:12]=3)[CH2:7][CH2:8][CH2:9]2)=[O:15])=[CH:22][CH:23]=1. The catalyst class is: 13. (3) Reactant: [CH2:1]([O:8][C:9]1[CH:14]=[CH:13][C:12]([S:15]([C:18]2[C:19](Cl)=[N:20][C:21]([CH3:24])=[N:22][CH:23]=2)(=[O:17])=[O:16])=[CH:11][CH:10]=1)[C:2]1[CH:7]=[CH:6][CH:5]=[CH:4][CH:3]=1.[CH3:26][C:27]1[CH:33]=[C:32]([O:34][CH3:35])[CH:31]=[CH:30][C:28]=1[NH2:29]. Product: [CH2:1]([O:8][C:9]1[CH:14]=[CH:13][C:12]([S:15]([C:18]2[C:19]([NH:29][C:28]3[CH:30]=[CH:31][C:32]([O:34][CH3:35])=[CH:33][C:27]=3[CH3:26])=[N:20][C:21]([CH3:24])=[N:22][CH:23]=2)(=[O:17])=[O:16])=[CH:11][CH:10]=1)[C:2]1[CH:7]=[CH:6][CH:5]=[CH:4][CH:3]=1. The catalyst class is: 743. (4) The catalyst class is: 5. Reactant: [OH:1]O.[Cl:3][C:4]1[CH:40]=[CH:39][CH:38]=[CH:37][C:5]=1[CH2:6][N:7]([CH3:36])[C:8]([C:10]1[N:11]=[N:12][N:13]([CH2:21][C:22]2[CH:27]=[C:26]([C:28]([F:31])([F:30])[F:29])[CH:25]=[C:24]([C:32]([F:35])([F:34])[F:33])[CH:23]=2)[C:14]=1[N:15]1[CH2:20][CH2:19][S:18][CH2:17][CH2:16]1)=[O:9]. Product: [Cl:3][C:4]1[CH:40]=[CH:39][CH:38]=[CH:37][C:5]=1[CH2:6][N:7]([CH3:36])[C:8]([C:10]1[N:11]=[N:12][N:13]([CH2:21][C:22]2[CH:27]=[C:26]([C:28]([F:31])([F:29])[F:30])[CH:25]=[C:24]([C:32]([F:33])([F:34])[F:35])[CH:23]=2)[C:14]=1[N:15]1[CH2:16][CH2:17][S:18](=[O:1])[CH2:19][CH2:20]1)=[O:9]. (5) Reactant: C1C(=O)N(Br)C(=O)C1.[CH2:9]([C@@:11]12[CH2:35][CH2:34][C@@:33]([C:37]([F:40])([F:39])[F:38])([OH:36])[CH2:32][C@H:12]1[CH2:13][CH2:14][CH2:15][C:16]1[C:17]2=[CH:18][C:19]2[CH:20]=[N:21][N:22]([C:25]3[CH:30]=[CH:29][C:28]([F:31])=[CH:27][CH:26]=3)[C:23]=2[CH:24]=1)[CH3:10].CC(N=NC(C#N)(C)C)(C#N)C. Product: [CH2:9]([C@@:11]12[CH2:35][CH2:34][C@@:33]([C:37]([F:40])([F:39])[F:38])([OH:36])[CH2:32][C@H:12]1[CH2:13][CH:14]=[CH:15][C:16]1[C:17]2=[CH:18][C:19]2[CH:20]=[N:21][N:22]([C:25]3[CH:26]=[CH:27][C:28]([F:31])=[CH:29][CH:30]=3)[C:23]=2[CH:24]=1)[CH3:10]. The catalyst class is: 53. (6) Reactant: [CH3:1][C:2]([C:6]1[CH:11]=[CH:10][C:9]([CH2:12][C:13]2[C:22]3[C:17](=[CH:18][CH:19]=[C:20](B4OC(C)(C)C(C)(C)O4)[CH:21]=3)[N:16]=[CH:15][C:14]=2[N+:32]([O-:34])=[O:33])=[CH:8][CH:7]=1)([CH3:5])[C:3]#[N:4].Br[C:36]1[CH:41]=[CH:40][CH:39]=[CH:38][N:37]=1.C([O-])([O-])=O.[Na+].[Na+].C1(C)C=CC=CC=1. Product: [CH3:5][C:2]([C:6]1[CH:11]=[CH:10][C:9]([CH2:12][C:13]2[C:22]3[C:17](=[CH:18][CH:19]=[C:20]([C:36]4[CH:41]=[CH:40][CH:39]=[CH:38][N:37]=4)[CH:21]=3)[N:16]=[CH:15][C:14]=2[N+:32]([O-:34])=[O:33])=[CH:8][CH:7]=1)([CH3:1])[C:3]#[N:4]. The catalyst class is: 103.